Dataset: NCI-60 drug combinations with 297,098 pairs across 59 cell lines. Task: Regression. Given two drug SMILES strings and cell line genomic features, predict the synergy score measuring deviation from expected non-interaction effect. (1) Drug 1: CC12CCC(CC1=CCC3C2CCC4(C3CC=C4C5=CN=CC=C5)C)O. Drug 2: C1CC(=O)NC(=O)C1N2C(=O)C3=CC=CC=C3C2=O. Cell line: HT29. Synergy scores: CSS=1.38, Synergy_ZIP=-1.90, Synergy_Bliss=-0.964, Synergy_Loewe=-5.34, Synergy_HSA=-1.99. (2) Drug 1: C1=CC(=CC=C1CCCC(=O)O)N(CCCl)CCCl. Drug 2: CC1=C(C=C(C=C1)NC(=O)C2=CC=C(C=C2)CN3CCN(CC3)C)NC4=NC=CC(=N4)C5=CN=CC=C5. Cell line: SN12C. Synergy scores: CSS=7.96, Synergy_ZIP=-1.44, Synergy_Bliss=-0.684, Synergy_Loewe=-8.71, Synergy_HSA=-5.93. (3) Drug 1: C1=CC(=CC=C1CC(C(=O)O)N)N(CCCl)CCCl.Cl. Drug 2: C1=CN(C(=O)N=C1N)C2C(C(C(O2)CO)O)O.Cl. Cell line: UO-31. Synergy scores: CSS=17.7, Synergy_ZIP=-7.61, Synergy_Bliss=-3.77, Synergy_Loewe=-9.69, Synergy_HSA=-1.98. (4) Drug 1: CCN(CC)CCNC(=O)C1=C(NC(=C1C)C=C2C3=C(C=CC(=C3)F)NC2=O)C. Drug 2: CCCCC(=O)OCC(=O)C1(CC(C2=C(C1)C(=C3C(=C2O)C(=O)C4=C(C3=O)C=CC=C4OC)O)OC5CC(C(C(O5)C)O)NC(=O)C(F)(F)F)O. Cell line: NCI-H322M. Synergy scores: CSS=21.8, Synergy_ZIP=2.89, Synergy_Bliss=5.24, Synergy_Loewe=6.73, Synergy_HSA=7.30. (5) Drug 1: CC1=CC=C(C=C1)C2=CC(=NN2C3=CC=C(C=C3)S(=O)(=O)N)C(F)(F)F. Drug 2: CC1CCC2CC(C(=CC=CC=CC(CC(C(=O)C(C(C(=CC(C(=O)CC(OC(=O)C3CCCCN3C(=O)C(=O)C1(O2)O)C(C)CC4CCC(C(C4)OC)OCCO)C)C)O)OC)C)C)C)OC. Cell line: RXF 393. Synergy scores: CSS=-8.99, Synergy_ZIP=8.85, Synergy_Bliss=11.3, Synergy_Loewe=-1.07, Synergy_HSA=-3.80. (6) Drug 1: C1=CN(C(=O)N=C1N)C2C(C(C(O2)CO)O)O.Cl. Drug 2: CCN(CC)CCNC(=O)C1=C(NC(=C1C)C=C2C3=C(C=CC(=C3)F)NC2=O)C. Cell line: CAKI-1. Synergy scores: CSS=41.5, Synergy_ZIP=3.99, Synergy_Bliss=2.99, Synergy_Loewe=1.67, Synergy_HSA=6.54. (7) Drug 1: C1C(C(OC1N2C=C(C(=O)NC2=O)F)CO)O. Drug 2: C1=CC=C(C=C1)NC(=O)CCCCCCC(=O)NO. Cell line: EKVX. Synergy scores: CSS=0.202, Synergy_ZIP=-0.580, Synergy_Bliss=-4.29, Synergy_Loewe=-6.37, Synergy_HSA=-6.03.